Dataset: Full USPTO retrosynthesis dataset with 1.9M reactions from patents (1976-2016). Task: Predict the reactants needed to synthesize the given product. Given the product [Br:1][C:2]1[CH:9]=[CH:8][C:7]([O:10][CH2:12][C@H:13]2[CH2:17][O:16][C:15]([CH3:19])([CH3:18])[O:14]2)=[CH:6][C:3]=1[CH:4]=[O:5], predict the reactants needed to synthesize it. The reactants are: [Br:1][C:2]1[CH:9]=[CH:8][C:7]([OH:10])=[CH:6][C:3]=1[CH:4]=[O:5].Cl[CH2:12][C@H:13]1[CH2:17][O:16][C:15]([CH3:19])([CH3:18])[O:14]1.C([O-])([O-])=O.[K+].[K+].